This data is from NCI-60 drug combinations with 297,098 pairs across 59 cell lines. The task is: Regression. Given two drug SMILES strings and cell line genomic features, predict the synergy score measuring deviation from expected non-interaction effect. (1) Drug 1: CC1=C2C(C(=O)C3(C(CC4C(C3C(C(C2(C)C)(CC1OC(=O)C(C(C5=CC=CC=C5)NC(=O)C6=CC=CC=C6)O)O)OC(=O)C7=CC=CC=C7)(CO4)OC(=O)C)O)C)OC(=O)C. Drug 2: CCC1=C2CN3C(=CC4=C(C3=O)COC(=O)C4(CC)O)C2=NC5=C1C=C(C=C5)O. Cell line: HCT-15. Synergy scores: CSS=11.0, Synergy_ZIP=-4.92, Synergy_Bliss=1.50, Synergy_Loewe=-24.3, Synergy_HSA=-0.783. (2) Drug 1: C1CN1P(=S)(N2CC2)N3CC3. Drug 2: CCN(CC)CCNC(=O)C1=C(NC(=C1C)C=C2C3=C(C=CC(=C3)F)NC2=O)C. Cell line: HCT116. Synergy scores: CSS=22.9, Synergy_ZIP=-6.78, Synergy_Bliss=-0.511, Synergy_Loewe=-7.07, Synergy_HSA=-6.34. (3) Drug 1: C1=NC(=NC(=O)N1C2C(C(C(O2)CO)O)O)N. Drug 2: C1C(C(OC1N2C=NC(=NC2=O)N)CO)O. Cell line: SW-620. Synergy scores: CSS=23.4, Synergy_ZIP=-7.89, Synergy_Bliss=-0.412, Synergy_Loewe=-1.11, Synergy_HSA=0.255. (4) Drug 2: C1=CC=C(C=C1)NC(=O)CCCCCCC(=O)NO. Cell line: TK-10. Synergy scores: CSS=28.1, Synergy_ZIP=-0.421, Synergy_Bliss=6.63, Synergy_Loewe=-9.65, Synergy_HSA=8.35. Drug 1: C1=C(C(=O)NC(=O)N1)N(CCCl)CCCl. (5) Drug 1: CN(C)C1=NC(=NC(=N1)N(C)C)N(C)C. Drug 2: C1CN(P(=O)(OC1)NCCCl)CCCl. Cell line: COLO 205. Synergy scores: CSS=-11.4, Synergy_ZIP=2.65, Synergy_Bliss=-4.12, Synergy_Loewe=-9.80, Synergy_HSA=-11.0. (6) Drug 1: C1CC(=O)NC(=O)C1N2CC3=C(C2=O)C=CC=C3N. Drug 2: CCN(CC)CCCC(C)NC1=C2C=C(C=CC2=NC3=C1C=CC(=C3)Cl)OC. Cell line: NCI/ADR-RES. Synergy scores: CSS=29.1, Synergy_ZIP=-7.47, Synergy_Bliss=-0.123, Synergy_Loewe=-12.7, Synergy_HSA=1.53. (7) Drug 1: CC1=C(C=C(C=C1)C(=O)NC2=CC(=CC(=C2)C(F)(F)F)N3C=C(N=C3)C)NC4=NC=CC(=N4)C5=CN=CC=C5. Drug 2: CS(=O)(=O)OCCCCOS(=O)(=O)C. Cell line: MDA-MB-231. Synergy scores: CSS=3.85, Synergy_ZIP=0.322, Synergy_Bliss=2.40, Synergy_Loewe=-1.84, Synergy_HSA=-1.62.